This data is from Peptide-MHC class I binding affinity with 185,985 pairs from IEDB/IMGT. The task is: Regression. Given a peptide amino acid sequence and an MHC pseudo amino acid sequence, predict their binding affinity value. This is MHC class I binding data. (1) The MHC is HLA-A26:01 with pseudo-sequence HLA-A26:01. The binding affinity (normalized) is 0.446. The peptide sequence is YLAGAGLAF. (2) The peptide sequence is VSYVNTNMGL. The MHC is Patr-A0401 with pseudo-sequence Patr-A0401. The binding affinity (normalized) is 0. (3) The peptide sequence is TLYCVHQGI. The MHC is HLA-A68:01 with pseudo-sequence HLA-A68:01. The binding affinity (normalized) is 0.0180. (4) The binding affinity (normalized) is 0.0847. The peptide sequence is FMVYVPLPA. The MHC is HLA-B51:01 with pseudo-sequence HLA-B51:01.